From a dataset of NCI-60 drug combinations with 297,098 pairs across 59 cell lines. Regression. Given two drug SMILES strings and cell line genomic features, predict the synergy score measuring deviation from expected non-interaction effect. (1) Drug 1: C1=CC(=CC=C1CC(C(=O)O)N)N(CCCl)CCCl.Cl. Drug 2: C1=NNC2=C1C(=O)NC=N2. Cell line: SF-295. Synergy scores: CSS=7.36, Synergy_ZIP=-3.56, Synergy_Bliss=-2.59, Synergy_Loewe=-2.14, Synergy_HSA=-1.97. (2) Drug 1: CC1C(C(CC(O1)OC2CC(CC3=C2C(=C4C(=C3O)C(=O)C5=C(C4=O)C(=CC=C5)OC)O)(C(=O)CO)O)N)O.Cl. Drug 2: CC12CCC3C(C1CCC2=O)CC(=C)C4=CC(=O)C=CC34C. Cell line: HCC-2998. Synergy scores: CSS=-18.1, Synergy_ZIP=10.1, Synergy_Bliss=5.00, Synergy_Loewe=-7.40, Synergy_HSA=-8.52. (3) Drug 1: C1C(C(OC1N2C=NC3=C(N=C(N=C32)Cl)N)CO)O. Drug 2: C(CCl)NC(=O)N(CCCl)N=O. Cell line: SK-MEL-5. Synergy scores: CSS=39.1, Synergy_ZIP=-3.06, Synergy_Bliss=-4.94, Synergy_Loewe=-25.4, Synergy_HSA=-2.23. (4) Drug 1: CCC1=CC2CC(C3=C(CN(C2)C1)C4=CC=CC=C4N3)(C5=C(C=C6C(=C5)C78CCN9C7C(C=CC9)(C(C(C8N6C)(C(=O)OC)O)OC(=O)C)CC)OC)C(=O)OC.C(C(C(=O)O)O)(C(=O)O)O. Drug 2: CS(=O)(=O)OCCCCOS(=O)(=O)C. Cell line: HT29. Synergy scores: CSS=59.7, Synergy_ZIP=4.97, Synergy_Bliss=8.20, Synergy_Loewe=-6.25, Synergy_HSA=6.47. (5) Drug 1: CC=C1C(=O)NC(C(=O)OC2CC(=O)NC(C(=O)NC(CSSCCC=C2)C(=O)N1)C(C)C)C(C)C. Drug 2: C(CC(=O)O)C(=O)CN.Cl. Cell line: HCC-2998. Synergy scores: CSS=29.7, Synergy_ZIP=1.74, Synergy_Bliss=2.82, Synergy_Loewe=-49.6, Synergy_HSA=1.40. (6) Drug 1: C1=CC(=C2C(=C1NCCNCCO)C(=O)C3=C(C=CC(=C3C2=O)O)O)NCCNCCO. Drug 2: CS(=O)(=O)OCCCCOS(=O)(=O)C. Cell line: M14. Synergy scores: CSS=9.82, Synergy_ZIP=0.576, Synergy_Bliss=-2.18, Synergy_Loewe=-46.3, Synergy_HSA=-6.01.